From a dataset of Forward reaction prediction with 1.9M reactions from USPTO patents (1976-2016). Predict the product of the given reaction. Given the reactants [Br:1][C:2]1[CH:3]=[C:4]2[C:9](=[CH:10][CH:11]=1)[CH:8]=[C:7]([OH:12])[CH:6]=[CH:5]2.C1(P(C2C=CC=CC=2)C2C=CC=CC=2)C=CC=CC=1.[C:32]([C@@H:36]1[CH2:41][CH2:40][C@H:39](O)[CH2:38][CH2:37]1)([CH3:35])([CH3:34])[CH3:33].N(C(OC(C)C)=O)=NC(OC(C)C)=O, predict the reaction product. The product is: [Br:1][C:2]1[CH:11]=[CH:10][C:9]2[C:4](=[CH:5][CH:6]=[C:7]([O:12][C@H:39]3[CH2:40][CH2:41][C@H:36]([C:32]([CH3:35])([CH3:34])[CH3:33])[CH2:37][CH2:38]3)[CH:8]=2)[CH:3]=1.